Dataset: HIV replication inhibition screening data with 41,000+ compounds from the AIDS Antiviral Screen. Task: Binary Classification. Given a drug SMILES string, predict its activity (active/inactive) in a high-throughput screening assay against a specified biological target. (1) The drug is NNC(=S)NN=C(c1nc2ccc(Cl)cc2nc1O)C(O)c1cccc([N+](=O)[O-])c1. The result is 0 (inactive). (2) The drug is CN1CCN(CC(=O)Nc2cccc3ccccc23)CC1. The result is 0 (inactive). (3) The compound is COC(=O)C(=NNC(N)=O)C(C(=O)C(=O)Nc1ccccc1C(=O)OC)c1nc2ccc(C(=O)c3ccccc3)cc2nc1O. The result is 0 (inactive). (4) The drug is CCCCCCCCCCCCCCCCOP(=O)(O)OP(=O)(O)OCC1OC(n2cnc3c(N)ncnc32)C(O)C1O.[NaH]. The result is 0 (inactive). (5) The drug is C#CCOCn1cnc2c(N)ncnc21. The result is 0 (inactive). (6) The drug is CC1(O)C(=NO)CC2CC1C2(C)C. The result is 0 (inactive). (7) The result is 0 (inactive). The molecule is CN1CCN(C2=Nc3ccccc3Cc3ccccc32)CC1.